From a dataset of NCI-60 drug combinations with 297,098 pairs across 59 cell lines. Regression. Given two drug SMILES strings and cell line genomic features, predict the synergy score measuring deviation from expected non-interaction effect. (1) Drug 1: C1CCN(CC1)CCOC2=CC=C(C=C2)C(=O)C3=C(SC4=C3C=CC(=C4)O)C5=CC=C(C=C5)O. Drug 2: CCC1=C2CN3C(=CC4=C(C3=O)COC(=O)C4(CC)O)C2=NC5=C1C=C(C=C5)O. Cell line: MALME-3M. Synergy scores: CSS=14.7, Synergy_ZIP=-6.97, Synergy_Bliss=-2.59, Synergy_Loewe=-22.6, Synergy_HSA=-4.34. (2) Drug 1: CS(=O)(=O)C1=CC(=C(C=C1)C(=O)NC2=CC(=C(C=C2)Cl)C3=CC=CC=N3)Cl. Drug 2: C(CC(=O)O)C(=O)CN.Cl. Cell line: NCIH23. Synergy scores: CSS=4.85, Synergy_ZIP=-4.75, Synergy_Bliss=-6.13, Synergy_Loewe=-6.91, Synergy_HSA=-6.23. (3) Drug 1: COCCOC1=C(C=C2C(=C1)C(=NC=N2)NC3=CC=CC(=C3)C#C)OCCOC.Cl. Drug 2: B(C(CC(C)C)NC(=O)C(CC1=CC=CC=C1)NC(=O)C2=NC=CN=C2)(O)O. Cell line: NCI/ADR-RES. Synergy scores: CSS=38.7, Synergy_ZIP=1.54, Synergy_Bliss=1.93, Synergy_Loewe=-7.22, Synergy_HSA=4.19. (4) Drug 1: C1CN1P(=S)(N2CC2)N3CC3. Drug 2: CN1C(=O)N2C=NC(=C2N=N1)C(=O)N. Cell line: MCF7. Synergy scores: CSS=7.07, Synergy_ZIP=-1.34, Synergy_Bliss=5.15, Synergy_Loewe=-6.31, Synergy_HSA=2.02. (5) Drug 1: C1=CN(C(=O)N=C1N)C2C(C(C(O2)CO)O)O.Cl. Cell line: MDA-MB-435. Synergy scores: CSS=14.5, Synergy_ZIP=-1.78, Synergy_Bliss=-0.502, Synergy_Loewe=-18.8, Synergy_HSA=-0.712. Drug 2: C1CN(P(=O)(OC1)NCCCl)CCCl. (6) Drug 1: C1=CN(C(=O)N=C1N)C2C(C(C(O2)CO)O)O.Cl. Drug 2: C1CN(P(=O)(OC1)NCCCl)CCCl. Cell line: HCC-2998. Synergy scores: CSS=23.8, Synergy_ZIP=-0.801, Synergy_Bliss=-3.70, Synergy_Loewe=-22.6, Synergy_HSA=-3.83. (7) Drug 1: C(=O)(N)NO. Drug 2: CN(CCCl)CCCl.Cl. Cell line: HT29. Synergy scores: CSS=22.5, Synergy_ZIP=-8.76, Synergy_Bliss=-2.25, Synergy_Loewe=-1.84, Synergy_HSA=-2.27.